Predict the reaction yield, written as a fraction of the theoretical maximum amount of product (1.0 means a 100% yield; for example, 0.34 means a 34% yield). From a dataset of Reaction yield outcomes from USPTO patents with 853,638 reactions. (1) The catalyst is CO.[Pd]. The yield is 0.880. The product is [N:11]1[CH:12]=[CH:13][CH:14]=[C:9]2[CH2:8][CH2:7][CH2:6][CH2:5][CH:4]([NH2:1])[C:10]=12. The reactants are [N:1]([CH:4]1[C:10]2=[N:11][CH:12]=[CH:13][CH:14]=[C:9]2[CH2:8][CH2:7][CH2:6][CH2:5]1)=[N+]=[N-]. (2) The reactants are [Si:1]([O:8][CH2:9][CH2:10][CH2:11][C:12]([O:14][Li])=[O:13])([C:4]([CH3:7])([CH3:6])[CH3:5])([CH3:3])[CH3:2].OS([O-])(=O)=O.[K+]. The catalyst is C(OCC)(=O)C. The product is [Si:1]([O:8][CH2:9][CH2:10][CH2:11][C:12]([OH:14])=[O:13])([C:4]([CH3:7])([CH3:6])[CH3:5])([CH3:3])[CH3:2]. The yield is 0.950.